From a dataset of Full USPTO retrosynthesis dataset with 1.9M reactions from patents (1976-2016). Predict the reactants needed to synthesize the given product. (1) Given the product [CH:61]1([CH2:37][O:38][C:39]2[CH:40]=[CH:41][C:42]([CH2:45][N:46]3[CH2:51][CH2:50][C:49]([OH:52])=[C:48]([C:53]([NH:55][CH2:56][C:57]([O:59][CH2:1][CH3:2])=[O:58])=[O:54])[C:47]3=[O:60])=[CH:43][C:25]=2[CH3:26])[CH2:62][CH2:34]1, predict the reactants needed to synthesize it. The reactants are: [C:1](Cl)(C)(C)[CH3:2].NCC(O)=O.CCC1OC2C=CC(N)=CC=2C(=O)N1.[CH2:25](Cl)[CH3:26].NCC(O)=O.Cl[C:34]1[CH:62]=[CH:61][C:37]([O:38][C:39]2N=[CH:43][C:42]([CH2:45][N:46]3[CH2:51][CH2:50][C:49]([OH:52])=[C:48]([C:53]([NH:55][CH2:56][C:57]([OH:59])=[O:58])=[O:54])[C:47]3=[O:60])=[CH:41][CH:40]=2)=CC=1. (2) Given the product [NH2:1][CH:2]1[CH2:14][C:13]2[C:12]3[C:7](=[C:8]([CH2:27][CH:26]=[CH2:25])[CH:9]=[CH:10][CH:11]=3)[N:6]([CH2:16][C:17]([O:19][CH2:20][CH3:21])=[O:18])[C:5]=2[CH2:4][CH2:3]1, predict the reactants needed to synthesize it. The reactants are: [NH2:1][CH:2]1[CH2:14][C:13]2[C:12]3[C:7](=[C:8](Br)[CH:9]=[CH:10][CH:11]=3)[N:6]([CH2:16][C:17]([O:19][CH2:20][CH3:21])=[O:18])[C:5]=2[CH2:4][CH2:3]1.C(#N)C.[CH3:25][CH2:26][CH2:27]CCCC. (3) Given the product [Cl:3][CH2:6][C:7]1[N:12]=[C:11]([C:13]([O:15][CH3:16])=[O:14])[CH:10]=[CH:9][CH:8]=1, predict the reactants needed to synthesize it. The reactants are: O=S(Cl)[Cl:3].O[CH2:6][C:7]1[N:12]=[C:11]([C:13]([O:15][CH3:16])=[O:14])[CH:10]=[CH:9][CH:8]=1.C([O-])([O-])=O.[K+].[K+].